Dataset: Reaction yield outcomes from USPTO patents with 853,638 reactions. Task: Predict the reaction yield, written as a fraction of the theoretical maximum amount of product (1.0 means a 100% yield; for example, 0.34 means a 34% yield). (1) The reactants are [Cl:1][C:2]1[CH:7]=[CH:6][C:5]([C:8]2[C:16]3[O:15][CH:14]([CH2:17][OH:18])[CH2:13][C:12]=3[CH:11]=[CH:10][CH:9]=2)=[C:4]([CH3:19])[CH:3]=1.[C:20]1([CH3:30])[CH:25]=[CH:24][C:23]([S:26](Cl)(=[O:28])=[O:27])=[CH:22][CH:21]=1. No catalyst specified. The product is [CH3:30][C:20]1[CH:25]=[CH:24][C:23]([S:26]([O:18][CH2:17][CH:14]2[CH2:13][C:12]3[CH:11]=[CH:10][CH:9]=[C:8]([C:5]4[CH:6]=[CH:7][C:2]([Cl:1])=[CH:3][C:4]=4[CH3:19])[C:16]=3[O:15]2)(=[O:28])=[O:27])=[CH:22][CH:21]=1. The yield is 0.930. (2) The reactants are C(Cl)(Cl)Cl.[Cl:5][C:6]1[CH:7]=[C:8]([CH:12]2[C:16]([OH:17])=[C:15]([C:18]([CH3:20])=[O:19])[CH2:14][S:13]2)[CH:9]=[CH:10][CH:11]=1.S(Cl)(Cl)(=O)=O. The catalyst is O. The product is [Cl:5][C:6]1[CH:7]=[C:8]([C:12]2[S:13][CH:14]=[C:15]([C:18]([CH3:20])=[O:19])[C:16]=2[OH:17])[CH:9]=[CH:10][CH:11]=1. The yield is 0.990. (3) The product is [Cl:1][C:2]1[CH:3]=[C:4]([CH2:9][N:10]2[C:14]([CH3:15])=[C:13]([C:16]([NH:18][C:19]3[S:20][C:21]([C:25]([OH:27])=[O:26])=[C:22]([CH3:24])[N:23]=3)=[O:17])[N:12]=[N:11]2)[CH:5]=[CH:6][C:7]=1[Cl:8]. The reactants are [Cl:1][C:2]1[CH:3]=[C:4]([CH2:9][N:10]2[C:14]([CH3:15])=[C:13]([C:16]([NH:18][C:19]3[S:20][C:21]([C:25]([O:27]CC)=[O:26])=[C:22]([CH3:24])[N:23]=3)=[O:17])[N:12]=[N:11]2)[CH:5]=[CH:6][C:7]=1[Cl:8].[OH-].[Na+]. The catalyst is C(O)C. The yield is 0.920. (4) The reactants are [C:1]1([C:7]2([C:12]3[CH:29]=[CH:28][C:15]([CH2:16][N:17]4[CH2:22][CH2:21][N:20]([CH2:23][C:24]([NH:26][NH2:27])=[O:25])[CH2:19][CH2:18]4)=[CH:14][CH:13]=3)OCC[O:8]2)[CH:6]=[CH:5][CH:4]=[CH:3][CH:2]=1.Cl. The catalyst is CO. The product is [C:7]([C:12]1[CH:13]=[CH:14][C:15]([CH2:16][N:17]2[CH2:18][CH2:19][N:20]([CH2:23][C:24]([NH:26][NH2:27])=[O:25])[CH2:21][CH2:22]2)=[CH:28][CH:29]=1)(=[O:8])[C:1]1[CH:2]=[CH:3][CH:4]=[CH:5][CH:6]=1. The yield is 0.450. (5) The reactants are C[O:2][C:3]([C:5]1[C:6]2[CH:7]=[CH:8][CH:9]=[N:10][C:11]=2[C:12]([O:27][CH:28]([C:35]2[CH:40]=[CH:39][CH:38]=[CH:37][CH:36]=2)[C:29]2[CH:34]=[CH:33][CH:32]=[CH:31][CH:30]=2)=[C:13]2[C:17](=[O:18])[N:16]([CH2:19][C:20]3[CH:25]=[CH:24][C:23]([F:26])=[CH:22][CH:21]=3)[CH2:15][C:14]=12)=[O:4].O.[Li+].[OH-]. The catalyst is O1CCCC1. The product is [CH:28]([O:27][C:12]1[C:11]2[N:10]=[CH:9][CH:8]=[CH:7][C:6]=2[C:5]([C:3]([OH:4])=[O:2])=[C:14]2[CH2:15][N:16]([CH2:19][C:20]3[CH:25]=[CH:24][C:23]([F:26])=[CH:22][CH:21]=3)[C:17](=[O:18])[C:13]=12)([C:35]1[CH:36]=[CH:37][CH:38]=[CH:39][CH:40]=1)[C:29]1[CH:34]=[CH:33][CH:32]=[CH:31][CH:30]=1. The yield is 0.980. (6) The reactants are [F:1][C:2]1[CH:7]=[CH:6][C:5]([CH2:8][C:9]2[CH:18]=[C:17]3[C:12]([C:13]([OH:26])=[C:14]([C:21](OCC)=[O:22])[C:15](=[O:20])[N:16]3[CH3:19])=[N:11][CH:10]=2)=[CH:4][CH:3]=1.[CH2:27]([S:29][CH2:30][CH2:31][NH2:32])[CH3:28].[CH2:27]([S:29][CH2:30][CH2:31][NH2:32])[CH3:28]. No catalyst specified. The product is [CH2:27]([S:29][CH2:30][CH2:31][NH:32][C:21]([C:14]1[C:15](=[O:20])[N:16]([CH3:19])[C:17]2[C:12]([C:13]=1[OH:26])=[N:11][CH:10]=[C:9]([CH2:8][C:5]1[CH:4]=[CH:3][C:2]([F:1])=[CH:7][CH:6]=1)[CH:18]=2)=[O:22])[CH3:28]. The yield is 0.760.